The task is: Predict which catalyst facilitates the given reaction.. This data is from Catalyst prediction with 721,799 reactions and 888 catalyst types from USPTO. Reactant: [N+:1]([C:4]1[CH:9]=[CH:8][C:7]([C:10]([N:12]2[CH2:17][CH2:16][N:15]([CH3:18])[CH2:14][CH2:13]2)=[O:11])=[C:6]([C:19]([F:22])([F:21])[F:20])[CH:5]=1)([O-])=O. Product: [NH2:1][C:4]1[CH:9]=[CH:8][C:7]([C:10]([N:12]2[CH2:13][CH2:14][N:15]([CH3:18])[CH2:16][CH2:17]2)=[O:11])=[C:6]([C:19]([F:22])([F:21])[F:20])[CH:5]=1. The catalyst class is: 171.